Dataset: Full USPTO retrosynthesis dataset with 1.9M reactions from patents (1976-2016). Task: Predict the reactants needed to synthesize the given product. The reactants are: [Si:1]([O:8][C@H:9]([C:25]1[CH:30]=[CH:29][C:28]([OH:31])=[C:27]([CH2:32][OH:33])[CH:26]=1)[CH2:10][NH:11][C@H:12]([CH3:24])[CH2:13][C:14]1[CH:15]=[C:16]([CH2:20][C:21](O)=[O:22])[CH:17]=[CH:18][CH:19]=1)([C:4]([CH3:7])([CH3:6])[CH3:5])([CH3:3])[CH3:2].Cl.CN(C)CCCN=C=NCC.O.OC1C2N=NNC=2C=CC=1.C(N(CC)CC)C.[C:64]12([NH2:74])[CH2:73][CH:68]3[CH2:69][CH:70]([CH2:72][CH:66]([CH2:67]3)[CH2:65]1)[CH2:71]2. Given the product [NH3:11].[C:64]12([NH:74][C:21](=[O:22])[CH2:20][C:16]3[CH:17]=[CH:18][CH:19]=[C:14]([CH2:13][C@H:12]([NH:11][CH2:10][C@H:9]([O:8][Si:1]([C:4]([CH3:7])([CH3:5])[CH3:6])([CH3:3])[CH3:2])[C:25]4[CH:30]=[CH:29][C:28]([OH:31])=[C:27]([CH2:32][OH:33])[CH:26]=4)[CH3:24])[CH:15]=3)[CH2:71][CH:70]3[CH2:69][CH:68]([CH2:67][CH:66]([CH2:72]3)[CH2:65]1)[CH2:73]2, predict the reactants needed to synthesize it.